Task: Predict which catalyst facilitates the given reaction.. Dataset: Catalyst prediction with 721,799 reactions and 888 catalyst types from USPTO (1) Reactant: Cl[C:2]1[N:9]=[C:8]([NH:10][C:11]2[CH:15]=[C:14]([CH3:16])[NH:13][N:12]=2)[CH:7]=[C:6]([CH3:17])[C:3]=1[C:4]#[N:5].Cl.[CH3:19][C:20]1[N:25]=[CH:24][C:23]([O:26][CH2:27][CH2:28][NH2:29])=[CH:22][CH:21]=1.C(=O)([O-])O.[Na+].CS(C)=O. Product: [CH3:19][C:20]1[N:25]=[CH:24][C:23]([O:26][CH2:27][CH2:28][NH:29][C:2]2[N:9]=[C:8]([NH:10][C:11]3[CH:15]=[C:14]([CH3:16])[NH:13][N:12]=3)[CH:7]=[C:6]([CH3:17])[C:3]=2[C:4]#[N:5])=[CH:22][CH:21]=1. The catalyst class is: 6. (2) Reactant: C1COCC1.[F:6][C:7]1[CH:8]=[C:9]([O:17][CH2:18][C:19]2[CH:24]=[CH:23][CH:22]=[CH:21][CH:20]=2)[C:10]([O:15][CH3:16])=[C:11]([CH2:13]O)[CH:12]=1.S(Cl)([Cl:27])=O.CN(C=O)C. The catalyst class is: 13. Product: [Cl:27][CH2:13][C:11]1[CH:12]=[C:7]([F:6])[CH:8]=[C:9]([O:17][CH2:18][C:19]2[CH:24]=[CH:23][CH:22]=[CH:21][CH:20]=2)[C:10]=1[O:15][CH3:16]. (3) Reactant: [CH2:1]([N:3]([CH2:6][C:7]1[CH:8]=[CH:9][C:10]([C:13]2[C:21]3[C:16](=[CH:17][CH:18]=[C:19]([C:22]([O:24]C)=O)[CH:20]=3)[NH:15][C:14]=2[OH:26])=[N:11][CH:12]=1)[CH2:4][CH3:5])[CH3:2].[ClH:27].[NH2:28][CH2:29][CH2:30][S:31]([CH3:34])(=[O:33])=[O:32]. Product: [ClH:27].[CH3:34][S:31]([CH2:30][CH2:29][NH:28][C:22]([C:19]1[CH:20]=[C:21]2[C:16](=[CH:17][CH:18]=1)[NH:15][C:14]([OH:26])=[C:13]2[C:10]1[CH:9]=[CH:8][C:7]([CH2:6][N:3]([CH2:1][CH3:2])[CH2:4][CH3:5])=[CH:12][N:11]=1)=[O:24])(=[O:33])=[O:32]. The catalyst class is: 10. (4) Reactant: [Cl:1][C:2]1[CH:3]=[C:4]([CH:25]=[CH:26][C:27]=1[O:28][CH3:29])[CH2:5][O:6][C:7]1[C:12]([C:13]([NH:15][CH2:16][C:17]2[CH:22]=[CH:21][CH:20]=[CH:19][N:18]=2)=[O:14])=[CH:11][N:10]=[C:9]([S:23][CH3:24])[N:8]=1.C1C=C(Cl)C=C(C(OO)=[O:38])C=1. Product: [Cl:1][C:2]1[CH:3]=[C:4]([CH:25]=[CH:26][C:27]=1[O:28][CH3:29])[CH2:5][O:6][C:7]1[C:12]([C:13]([NH:15][CH2:16][C:17]2[CH:22]=[CH:21][CH:20]=[CH:19][N:18]=2)=[O:14])=[CH:11][N:10]=[C:9]([S:23]([CH3:24])=[O:38])[N:8]=1. The catalyst class is: 4.